This data is from Reaction yield outcomes from USPTO patents with 853,638 reactions. The task is: Predict the reaction yield, written as a fraction of the theoretical maximum amount of product (1.0 means a 100% yield; for example, 0.34 means a 34% yield). The reactants are [Cl:1][C:2]1[CH:10]=[CH:9][C:8]2[NH:7][C:6]3[CH2:11][CH2:12][N:13]([CH3:15])[CH2:14][C:5]=3[C:4]=2[CH:3]=1.[OH-].[K+].[CH2:18]([C:20]1[CH:25]=[CH:24][C:23]([CH:26]=[CH2:27])=[CH:22][N:21]=1)[CH3:19]. The catalyst is CN1CCCC1=O.O. The product is [Cl:1][C:2]1[CH:10]=[CH:9][C:8]2[N:7]([CH2:27][CH2:26][C:23]3[CH:22]=[N:21][C:20]([CH2:18][CH3:19])=[CH:25][CH:24]=3)[C:6]3[CH2:11][CH2:12][N:13]([CH3:15])[CH2:14][C:5]=3[C:4]=2[CH:3]=1. The yield is 0.100.